This data is from Forward reaction prediction with 1.9M reactions from USPTO patents (1976-2016). The task is: Predict the product of the given reaction. (1) Given the reactants [F:1][C:2]1([F:30])[CH2:7][CH2:6][N:5]([C:8]([C:10]2[NH:11][C:12]3[C:17]([CH:18]=2)=[CH:16][C:15]([C:19]([N:21]2[CH2:26][CH2:25][N:24]([CH:27]([CH3:29])[CH3:28])[CH2:23][CH2:22]2)=[O:20])=[CH:14][CH:13]=3)=[O:9])[CH2:4][CH2:3]1.[CH:31]1(B(O)O)[CH2:33][CH2:32]1.N1C=CC=CC=1, predict the reaction product. The product is: [CH:31]1([N:11]2[C:12]3[C:17](=[CH:16][C:15]([C:19]([N:21]4[CH2:22][CH2:23][N:24]([CH:27]([CH3:28])[CH3:29])[CH2:25][CH2:26]4)=[O:20])=[CH:14][CH:13]=3)[CH:18]=[C:10]2[C:8]([N:5]2[CH2:6][CH2:7][C:2]([F:1])([F:30])[CH2:3][CH2:4]2)=[O:9])[CH2:33][CH2:32]1. (2) Given the reactants Br[CH2:2][C:3]1[CH:4]=[CH:5][C:6]([N+:13]([O-:15])=[O:14])=[C:7]([CH:12]=1)[C:8]([O:10][CH3:11])=[O:9].[C:16]1(=[O:26])[NH:20][C:19](=[O:21])[C:18]2=[CH:22][CH:23]=[CH:24][CH:25]=[C:17]12.[K], predict the reaction product. The product is: [O:21]=[C:19]1[C:18]2[C:17](=[CH:25][CH:24]=[CH:23][CH:22]=2)[C:16](=[O:26])[N:20]1[CH2:2][C:3]1[CH:4]=[CH:5][C:6]([N+:13]([O-:15])=[O:14])=[C:7]([CH:12]=1)[C:8]([O:10][CH3:11])=[O:9]. (3) Given the reactants C([O:8][C:9]1[CH:18]=[C:17]2[C:12]([C:13]([O:19][C:20]3[C:21]([C:28]4[CH:29]=[N:30][CH:31]=[CH:32][CH:33]=4)=[N:22][C:23]([CH3:27])=[C:24]([CH3:26])[CH:25]=3)=[CH:14][CH:15]=[N:16]2)=[CH:11][C:10]=1[O:34][CH3:35])C1C=CC=CC=1.CS(O)(=O)=O, predict the reaction product. The product is: [CH3:26][C:24]1[CH:25]=[C:20]([O:19][C:13]2[C:12]3[C:17](=[CH:18][C:9]([OH:8])=[C:10]([O:34][CH3:35])[CH:11]=3)[N:16]=[CH:15][CH:14]=2)[C:21]([C:28]2[CH:29]=[N:30][CH:31]=[CH:32][CH:33]=2)=[N:22][C:23]=1[CH3:27]. (4) Given the reactants Cl[C:2]1[N:7]=[C:6](Cl)[CH:5]=[C:4](/[CH:9]=[CH:10]/[C:11]2[CH:16]=[CH:15][CH:14]=[CH:13][CH:12]=2)[N:3]=1.[CH3:17][O-:18].[Na+].[CH3:20][OH:21], predict the reaction product. The product is: [CH3:17][O:18][C:2]1[N:7]=[C:6]([O:21][CH3:20])[CH:5]=[C:4](/[CH:9]=[CH:10]/[C:11]2[CH:16]=[CH:15][CH:14]=[CH:13][CH:12]=2)[N:3]=1. (5) Given the reactants [Cl:1][C:2]1[CH:10]=[C:9]([F:11])[C:8]([F:12])=[CH:7][C:3]=1[C:4]([OH:6])=O.[C:13](Cl)(=O)[C:14](Cl)=O.[CH3:19][N:20]([CH:22]=O)C, predict the reaction product. The product is: [Cl:1][C:2]1[CH:10]=[C:9]([F:11])[C:8]([F:12])=[CH:7][C:3]=1[C:4]([N:20]1[CH2:22][CH2:14][CH2:13][CH2:19]1)=[O:6]. (6) The product is: [CH2:29]([O:28][C:26]([C:25]1[C:24]([O:32][CH2:33][CH:34]([F:35])[F:36])=[CH:23][C:22]2[N:37]([CH3:38])[C:18]([NH:17][C:3]3[CH:4]=[C:5]([CH2:6][NH:7][C:8]([O:9][C:10]([CH3:13])([CH3:12])[CH3:11])=[O:14])[CH:15]=[CH:16][C:2]=3[Cl:1])=[N:20][C:21]=2[CH:31]=1)=[O:27])[CH3:30]. Given the reactants [Cl:1][C:2]1[CH:16]=[CH:15][C:5]([CH2:6][NH:7][C:8](=[O:14])[O:9][C:10]([CH3:13])([CH3:12])[CH3:11])=[CH:4][C:3]=1[N:17]=[C:18]=S.[NH2:20][C:21]1[C:22]([NH:37][CH3:38])=[CH:23][C:24]([O:32][CH2:33][CH:34]([F:36])[F:35])=[C:25]([CH:31]=1)[C:26]([O:28][CH2:29][CH3:30])=[O:27].CC(C)N=C=NC(C)C, predict the reaction product. (7) Given the reactants [CH3:1][O:2][C:3]1[C:12]([CH3:13])=[CH:11][C:6]2[N:7]=[C:8]([NH2:10])[S:9][C:5]=2[CH:4]=1.C1C(=O)N([Br:21])C(=O)C1.[OH-].[K+], predict the reaction product. The product is: [Br:21][C:4]1[C:5]2[S:9][C:8]([NH2:10])=[N:7][C:6]=2[CH:11]=[C:12]([CH3:13])[C:3]=1[O:2][CH3:1]. (8) Given the reactants Br[C:2]1[C:6]2[CH:7]=[CH:8][CH:9]=[CH:10][C:5]=2[O:4][C:3]=1[F:11].C([Li])CCC.[CH2:17]([Sn:19](Br)([CH2:22][CH3:23])[CH2:20][CH3:21])[CH3:18], predict the reaction product. The product is: [F:11][C:3]1[O:4][C:5]2[CH:10]=[CH:9][CH:8]=[CH:7][C:6]=2[C:2]=1[Sn:19]([CH2:22][CH3:23])([CH2:20][CH3:21])[CH2:17][CH3:18]. (9) Given the reactants [CH3:1][N:2]([CH3:31])[C:3](=[O:30])[CH2:4][N:5]1[C:14]2[C:9](=[N:10][CH:11]=[C:12]([CH2:15][C:16]3[CH:21]=[CH:20][C:19]([F:22])=[CH:18][CH:17]=3)[CH:13]=2)[C:8]([OH:23])=[C:7]([C:24](OCC)=[O:25])[C:6]1=[O:29].[NH2:32][C:33]1([CH2:38][OH:39])[CH2:37][CH2:36][CH2:35][CH2:34]1, predict the reaction product. The product is: [CH3:1][N:2]([CH3:31])[C:3](=[O:30])[CH2:4][N:5]1[C:14]2[C:9](=[N:10][CH:11]=[C:12]([CH2:15][C:16]3[CH:21]=[CH:20][C:19]([F:22])=[CH:18][CH:17]=3)[CH:13]=2)[C:8]([OH:23])=[C:7]([C:24]([NH:32][C:33]2([CH2:38][OH:39])[CH2:37][CH2:36][CH2:35][CH2:34]2)=[O:25])[C:6]1=[O:29].